Dataset: Experimental lipophilicity measurements (octanol/water distribution) for 4,200 compounds from AstraZeneca. Task: Regression/Classification. Given a drug SMILES string, predict its absorption, distribution, metabolism, or excretion properties. Task type varies by dataset: regression for continuous measurements (e.g., permeability, clearance, half-life) or binary classification for categorical outcomes (e.g., BBB penetration, CYP inhibition). For this dataset (lipophilicity_astrazeneca), we predict Y. (1) The molecule is Nc1cc2n[nH]c(=O)n2c2cc(-c3cccs3)ccc12. The Y is 3.26 logD. (2) The drug is O=S(=O)(CCCOCCc1nccc2ccccc12)CCNCCc1ccc(O)c2nc(O)sc12. The Y is 2.35 logD. (3) The drug is CCC1(c2ccccc2)C(=O)NC(=O)NC1=O. The Y is 0.0500 logD.